Dataset: Forward reaction prediction with 1.9M reactions from USPTO patents (1976-2016). Task: Predict the product of the given reaction. (1) Given the reactants [NH2:1][C@@H:2]([CH2:25][S:26][CH2:27][C@H:28]([O:43][CH2:44][CH2:45][CH2:46][CH2:47][CH2:48][CH2:49][CH2:50][CH2:51][CH2:52][CH2:53][CH2:54][CH3:55])[CH2:29][O:30][CH2:31][CH2:32][CH2:33][CH2:34][CH2:35][CH2:36][CH2:37][CH2:38][CH2:39][CH2:40][CH2:41][CH3:42])[C:3](=[O:24])[NH:4][CH2:5][CH2:6][O:7][CH2:8][CH2:9][O:10][CH2:11][CH2:12][O:13][CH2:14][CH2:15][P:16](=[O:23])([O:20]CC)[O:17]CC.C[Si](Br)(C)C, predict the reaction product. The product is: [NH2:1][C@@H:2]([CH2:25][S:26][CH2:27][C@H:28]([O:43][CH2:44][CH2:45][CH2:46][CH2:47][CH2:48][CH2:49][CH2:50][CH2:51][CH2:52][CH2:53][CH2:54][CH3:55])[CH2:29][O:30][CH2:31][CH2:32][CH2:33][CH2:34][CH2:35][CH2:36][CH2:37][CH2:38][CH2:39][CH2:40][CH2:41][CH3:42])[C:3](=[O:24])[NH:4][CH2:5][CH2:6][O:7][CH2:8][CH2:9][O:10][CH2:11][CH2:12][O:13][CH2:14][CH2:15][P:16](=[O:17])([OH:23])[OH:20]. (2) Given the reactants Br[C:2]1[C:31]2=[N:32][C:28]3=[CH:29][N:30]2[C:5]([N:6]2[CH2:37][CH2:36][C:9]([CH3:38])([O:10][CH2:11][CH2:12][CH2:13][CH2:14][C@H:15]([CH3:35])[O:16][C:17]4[C:18]([F:34])=[CH:19][CH:20]=[CH:21][C:22]=4[C:23]4[CH:33]=[C:27]3[CH:26]=[CH:25][CH:24]=4)[CH2:8][CH2:7]2)=[C:4]([C@H:39]([O:44][C:45]([CH3:48])([CH3:47])[CH3:46])[C:40]([O:42][CH3:43])=[O:41])[C:3]=1[CH3:49].[CH3:50]OC1C=CC=C(OC)C=1C1C=CC=CC=1P(C1CCCCC1)C1CCCCC1.CB(O)O.C(=O)([O-])[O-].[Cs+].[Cs+], predict the reaction product. The product is: [C:45]([O:44][C@@H:39]([C:4]1[C:3]([CH3:49])=[C:2]([CH3:50])[C:31]2=[N:32][C:28]3=[CH:29][N:30]2[C:5]=1[N:6]1[CH2:7][CH2:8][C:9]([CH3:38])([O:10][CH2:11][CH2:12][CH2:13][CH2:14][C@H:15]([CH3:35])[O:16][C:17]2[C:18]([F:34])=[CH:19][CH:20]=[CH:21][C:22]=2[C:23]2[CH:33]=[C:27]3[CH:26]=[CH:25][CH:24]=2)[CH2:36][CH2:37]1)[C:40]([O:42][CH3:43])=[O:41])([CH3:46])([CH3:47])[CH3:48].